From a dataset of Full USPTO retrosynthesis dataset with 1.9M reactions from patents (1976-2016). Predict the reactants needed to synthesize the given product. (1) The reactants are: [Cl:1][C:2]1[CH:7]=[CH:6][C:5]([C:8]2[C:13]([O:14][CH2:15][C:16]([F:19])([F:18])[F:17])=[CH:12][N:11]=[C:10]([C:20]([OH:22])=O)[CH:9]=2)=[CH:4][CH:3]=1.F[B-](F)(F)F.N1(OC(N(C)C)=[N+](C)C)C2C=CC=CC=2N=N1.C(N(CC)C(C)C)(C)C.Cl.[CH3:55][O:56][C:57]1[CH:61]=[C:60]([CH2:62][NH2:63])[O:59][N:58]=1. Given the product [CH3:55][O:56][C:57]1[CH:61]=[C:60]([CH2:62][NH:63][C:20]([C:10]2[CH:9]=[C:8]([C:5]3[CH:4]=[CH:3][C:2]([Cl:1])=[CH:7][CH:6]=3)[C:13]([O:14][CH2:15][C:16]([F:19])([F:17])[F:18])=[CH:12][N:11]=2)=[O:22])[O:59][N:58]=1, predict the reactants needed to synthesize it. (2) Given the product [CH2:28]([O:35][C:36]1[CH:41]=[CH:40][C:39]([S:42]([NH:45][C:17](=[O:18])[CH2:16][CH2:15][N:8]2[C:9]3[C:5](=[CH:4][CH:3]=[C:2]([Cl:1])[CH:10]=3)[C:6]([CH2:15][CH2:16][CH2:17][O:18][C:19]3[CH:20]=[C:21]([CH3:27])[C:22]([Cl:26])=[C:23]([CH3:25])[CH:24]=3)=[CH:7]2)(=[O:44])=[O:43])=[CH:38][CH:37]=1)[C:29]1[CH:34]=[CH:33][CH:32]=[CH:31][CH:30]=1, predict the reactants needed to synthesize it. The reactants are: [Cl:1][C:2]1[CH:10]=[C:9]2[C:5]([C:6]([CH2:15][CH2:16][CH2:17][O:18][C:19]3[CH:24]=[C:23]([CH3:25])[C:22]([Cl:26])=[C:21]([CH3:27])[CH:20]=3)=[CH:7][N:8]2CC(O)=O)=[CH:4][CH:3]=1.[CH2:28]([O:35][C:36]1[CH:41]=[CH:40][C:39]([S:42]([NH2:45])(=[O:44])=[O:43])=[CH:38][CH:37]=1)[C:29]1[CH:34]=[CH:33][CH:32]=[CH:31][CH:30]=1. (3) Given the product [CH3:1][C:2]1[CH:9]=[CH:8][C:5]([CH2:6][NH:7][CH:17]2[CH2:18][CH2:19][N:14]([C:10]([CH3:13])([CH3:12])[CH3:11])[CH2:15][CH2:16]2)=[CH:4][CH:3]=1, predict the reactants needed to synthesize it. The reactants are: [CH3:1][C:2]1[CH:9]=[CH:8][C:5]([CH2:6][NH2:7])=[CH:4][CH:3]=1.[C:10]([N:14]1[CH2:19][CH2:18][C:17](=O)[CH2:16][CH2:15]1)([CH3:13])([CH3:12])[CH3:11].[BH3-]C#N.[Na+].[OH-].[Na+]. (4) Given the product [Br:1][C:2]1[CH:7]=[CH:6][C:5]([N:8]2[C:15](=[O:18])[N:10]([CH2:9][C:21]([CH3:23])([CH3:22])[C:24]#[N:25])[N:11]=[CH:12]2)=[C:4]([F:14])[CH:3]=1, predict the reactants needed to synthesize it. The reactants are: [Br:1][C:2]1[CH:7]=[CH:6][C:5]([N:8]2[C:12](=O)[NH:11][N:10]=[CH:9]2)=[C:4]([F:14])[CH:3]=1.[C:15](=[O:18])([O-])[O-].[K+].[K+].[CH:21]1([C:24]#[N:25])[CH2:23][CH2:22]1. (5) Given the product [C:1]12([CH2:11][NH:12][C:13]3[CH:18]=[CH:17][C:16]([S:19]([NH:22][C:23]([C:25]4[CH:30]=[CH:29][C:28]([C:31]5[CH:36]=[CH:35][C:34]([F:37])=[CH:33][C:32]=5[NH:38][C:43]([O:45][CH3:46])=[O:44])=[CH:27][CH:26]=4)=[O:24])(=[O:21])=[O:20])=[CH:15][C:14]=3[N+:39]([O-:41])=[O:40])[CH2:2][CH:3]3[CH2:9][CH:7]([CH2:6][CH:5]([CH2:4]3)[CH2:10]1)[CH2:8]2, predict the reactants needed to synthesize it. The reactants are: [C:1]12([CH2:11][NH:12][C:13]3[CH:18]=[CH:17][C:16]([S:19]([NH:22][C:23]([C:25]4[CH:30]=[CH:29][C:28]([C:31]5[CH:36]=[CH:35][C:34]([F:37])=[CH:33][C:32]=5[NH2:38])=[CH:27][CH:26]=4)=[O:24])(=[O:21])=[O:20])=[CH:15][C:14]=3[N+:39]([O-:41])=[O:40])[CH2:10][CH:5]3[CH2:6][CH:7]([CH2:9][CH:3]([CH2:4]3)[CH2:2]1)[CH2:8]2.Cl[C:43]([O:45][CH3:46])=[O:44].C(N(CC)C(C)C)(C)C.Cl. (6) The reactants are: C1(S([N:10]2[C:18]3[C:13](=[CH:14][C:15]([C:19]4[N:20]=[C:21]([C:25]5[CH:30]=[CH:29][N:28]=[CH:27][CH:26]=5)[S:22][C:23]=4[CH3:24])=[CH:16][CH:17]=3)[CH:12]=[C:11]2[C:31]2[C:36]([F:37])=[CH:35][CH:34]=[CH:33][C:32]=2[F:38])(=O)=O)C=CC=CC=1.C([O-])([O-])=O.[Cs+].[Cs+]. Given the product [F:37][C:36]1[CH:35]=[CH:34][CH:33]=[C:32]([F:38])[C:31]=1[C:11]1[NH:10][C:18]2[C:13]([CH:12]=1)=[CH:14][C:15]([C:19]1[N:20]=[C:21]([C:25]3[CH:26]=[CH:27][N:28]=[CH:29][CH:30]=3)[S:22][C:23]=1[CH3:24])=[CH:16][CH:17]=2, predict the reactants needed to synthesize it. (7) Given the product [CH2:18]([O:17][CH:5]([CH2:6][C:7]1[C:8]([CH3:16])=[C:9]2[C:13](=[CH:14][CH:15]=1)[N:12]([CH2:22][C:23]1[N:24]=[C:25]([C:29]3[CH:30]=[CH:31][C:32]([C:35]([F:38])([F:37])[F:36])=[CH:33][CH:34]=3)[O:26][C:27]=1[CH3:28])[CH:11]=[CH:10]2)[C:4]([OH:3])=[O:20])[CH3:19], predict the reactants needed to synthesize it. The reactants are: C([O:3][C:4](=[O:20])[CH:5]([O:17][CH2:18][CH3:19])[CH2:6][C:7]1[C:8]([CH3:16])=[C:9]2[C:13](=[CH:14][CH:15]=1)[NH:12][CH:11]=[CH:10]2)C.Cl[CH2:22][C:23]1[N:24]=[C:25]([C:29]2[CH:34]=[CH:33][C:32]([C:35]([F:38])([F:37])[F:36])=[CH:31][CH:30]=2)[O:26][C:27]=1[CH3:28].